From a dataset of Full USPTO retrosynthesis dataset with 1.9M reactions from patents (1976-2016). Predict the reactants needed to synthesize the given product. (1) Given the product [CH3:20][O:19][C:16]1[CH:17]=[CH:18][C:13]([O:12][C:8]2[CH:9]=[C:10]([CH3:11])[C:5]([C:3]3[N:22]=[C:23]([NH2:25])[S:24][CH:2]=3)=[C:6]([CH3:21])[CH:7]=2)=[CH:14][CH:15]=1, predict the reactants needed to synthesize it. The reactants are: Br[CH2:2][C:3]([C:5]1[C:10]([CH3:11])=[CH:9][C:8]([O:12][C:13]2[CH:18]=[CH:17][C:16]([O:19][CH3:20])=[CH:15][CH:14]=2)=[CH:7][C:6]=1[CH3:21])=O.[NH2:22][C:23]([NH2:25])=[S:24]. (2) Given the product [N:21]1([C:18]2[N:19]=[CH:20][C:15]([O:14][CH2:13][C:11]3[CH:10]=[N:9][N:8]([CH:5]4[CH2:4][CH2:3][N:2]([C:27]([O:29][CH2:30][CH:31]=[CH2:32])=[O:28])[CH2:7][CH2:6]4)[N:12]=3)=[CH:16][CH:17]=2)[CH:25]=[N:24][N:23]=[N:22]1, predict the reactants needed to synthesize it. The reactants are: Cl.[NH:2]1[CH2:7][CH2:6][CH:5]([N:8]2[N:12]=[C:11]([CH2:13][O:14][C:15]3[CH:16]=[CH:17][C:18]([N:21]4[CH:25]=[N:24][N:23]=[N:22]4)=[N:19][CH:20]=3)[CH:10]=[N:9]2)[CH2:4][CH2:3]1.Cl[C:27]([O:29][CH2:30][CH:31]=[CH2:32])=[O:28]. (3) Given the product [Cl:1][C:2]1[CH:10]=[CH:9][C:5]([C:6]([N:13]([CH3:14])[CH3:11])=[O:7])=[CH:4][N:3]=1, predict the reactants needed to synthesize it. The reactants are: [Cl:1][C:2]1[CH:10]=[CH:9][C:5]([C:6](O)=[O:7])=[CH:4][N:3]=1.[CH2:11]([N:13](CC)[CH2:14]C)C.CNC.Cl.C(N=C=NCCCN(C)C)C. (4) Given the product [CH3:4][O:5][C:6]1[C:7]2[C:8](=[C:12]([CH2:16][CH3:18])[CH:13]=[CH:14][CH:15]=2)[CH:9]=[CH:10][CH:11]=1, predict the reactants needed to synthesize it. The reactants are: OC1[C:11]2[C:6](=[C:7]3[CH:15]=[CH:14][CH:13]=[C:12]([CH3:16])[C:8]3=[CH:9][CH:10]=2)[O:5][C:4](=O)C=1.[CH2:18](OCC)C.